This data is from Experimentally validated miRNA-target interactions with 360,000+ pairs, plus equal number of negative samples. The task is: Binary Classification. Given a miRNA mature sequence and a target amino acid sequence, predict their likelihood of interaction. (1) The miRNA is hsa-miR-4753-3p with sequence UUCUCUUUCUUUAGCCUUGUGU. The protein sequence of the target gene is MAAAAELSSSSGSERSLEQCSSPLLTREVLCEVFRSLHTLTRQLNLRDDVVKITIDWNRLQSLSASQPALLLTALEQHVLYLQPFLAKLQSLMKENSTATEIRQTEAETKSELRAIHPTEDLQDEGKPKDCDVGDVKKTQNLFDPEVVQIKAGKAEIDRRISAFIERKQAEINENNVREFCNVIDCNQENSCARTDAVFTPYPGFKSHVKVSRVVNTYGPQTRPEGIAGSGHKPTGMLRDCGNQAVEERLQNIEAHLRLQTGGPVPRDIYQRIKKLEDKILELEGISPEYFQSVNFSGKR.... Result: 0 (no interaction). (2) The miRNA is hsa-miR-302c-5p with sequence UUUAACAUGGGGGUACCUGCUG. The protein sequence of the target gene is MHGSCSPWVMLPPPLLLLLLLIATGPTTALTEDEKQTMVDLHNQYRAQVSPPASDMLQMRWDDELAAFAKAYAQKCVWGHNKERGRRGENLFAITDEGMDVPLAVGNWHEEHEYYNFSTATCDPNQMCGHYTQVVWSKTERIGCGSHFCETLQGVEEANIHLLVCNYEPPGNVKGRKPYQEGTPCSQCPLGYSCENSLCEPMRNPEKAQDSPPRVTEVPSTRATEAPSSRETGTPSLATSETLHFSVTKVSDSLATESSPAVETKAPSSLATEGPSSMATEAQAFVTEVPLVSARHMQPS.... Result: 0 (no interaction). (3) The miRNA is hsa-miR-30d-3p with sequence CUUUCAGUCAGAUGUUUGCUGC. The protein sequence of the target gene is MANPGLGLLLALGLPFLLARWGRAWGQIQTTSANENSTVLPSSTSSSSDGNLRPEAITAIIVVFSLLAALLLAVGLALLVRKLREKRQTEGTYRPSSEEQVGARVPPTPNLKLPPEERLI. Result: 0 (no interaction).